The task is: Predict which catalyst facilitates the given reaction.. This data is from Catalyst prediction with 721,799 reactions and 888 catalyst types from USPTO. Reactant: [CH2:1]([C:3]1([CH2:18][CH2:19]O)[C:8]2[NH:9][C:10]3[C:15]([C:7]=2[CH2:6][CH2:5][O:4]1)=[CH:14][CH:13]=[CH:12][C:11]=3[CH2:16][CH3:17])[CH3:2].CCN(S(F)(F)[F:27])CC. Product: [CH2:1]([C:3]1([CH2:18][CH2:19][F:27])[C:8]2[NH:9][C:10]3[C:15]([C:7]=2[CH2:6][CH2:5][O:4]1)=[CH:14][CH:13]=[CH:12][C:11]=3[CH2:16][CH3:17])[CH3:2]. The catalyst class is: 2.